Dataset: Full USPTO retrosynthesis dataset with 1.9M reactions from patents (1976-2016). Task: Predict the reactants needed to synthesize the given product. (1) Given the product [Cl:9][C:10]1[CH:11]=[CH:12][C:13]([CH2:14][C:15]2([NH:25][CH:26]=[O:27])[CH2:16][CH:17]([C:19](=[O:20])[CH2:8][CH2:7][CH:6]=[CH2:5])[CH2:18]2)=[CH:28][CH:29]=1, predict the reactants needed to synthesize it. The reactants are: [Mg].II.Br[CH2:5][CH2:6][CH:7]=[CH2:8].[Cl:9][C:10]1[CH:29]=[CH:28][C:13]([CH2:14][C:15]2([NH:25][CH:26]=[O:27])[CH2:18][CH:17]([C:19](N(OC)C)=[O:20])[CH2:16]2)=[CH:12][CH:11]=1. (2) Given the product [Cl:7][C:6]1[C:5](=[O:8])[N:4]([CH2:9][CH3:10])[C:3](=[O:11])[C:2]=1[S:18][C:13]1[CH:14]=[CH:15][CH:16]=[CH:17][C:12]=1[SH:19], predict the reactants needed to synthesize it. The reactants are: Cl[C:2]1[C:3](=[O:11])[N:4]([CH2:9][CH3:10])[C:5](=[O:8])[C:6]=1[Cl:7].[C:12]1([SH:19])[C:13]([SH:18])=[CH:14][CH:15]=[CH:16][CH:17]=1. (3) Given the product [ClH:26].[CH3:1][C:2]1[C:10]([O:11][C:12]2[CH:13]=[C:14]([CH:17]=[CH:18][CH:19]=2)[C:15]#[N:16])=[CH:9][CH:8]=[C:7]2[C:3]=1[CH:4]=[N:5][NH:6]2, predict the reactants needed to synthesize it. The reactants are: [CH3:1][C:2]1[C:10]([O:11][C:12]2[CH:13]=[C:14]([CH:17]=[CH:18][CH:19]=2)[C:15]#[N:16])=[CH:9][CH:8]=[C:7]2[C:3]=1[CH:4]=[N:5][N:6]2C1CCCCO1.[ClH:26].O1CCOCC1.C(OCC)C. (4) Given the product [Cl:22][C:3](=[N:2][OH:1])[CH:4]1[CH2:9][CH2:8][N:7]([C:10]([O:12][C:13]([CH3:16])([CH3:15])[CH3:14])=[O:11])[CH2:6][CH2:5]1, predict the reactants needed to synthesize it. The reactants are: [OH:1][N:2]=[CH:3][CH:4]1[CH2:9][CH2:8][N:7]([C:10]([O:12][C:13]([CH3:16])([CH3:15])[CH3:14])=[O:11])[CH2:6][CH2:5]1.CN(C=O)C.[Cl:22]N1C(=O)CCC1=O.